Dataset: Reaction yield outcomes from USPTO patents with 853,638 reactions. Task: Predict the reaction yield, written as a fraction of the theoretical maximum amount of product (1.0 means a 100% yield; for example, 0.34 means a 34% yield). (1) The reactants are C[O:2][C:3]1[CH:4]=[CH:5][CH:6]=[C:7]2[C:12]=1[N:11]=[C:10]([C:13]1[N:17]3[CH:18]=[CH:19][C:20]([O:22][CH2:23][CH2:24][O:25][CH3:26])=[CH:21][C:16]3=[N:15][CH:14]=1)[CH:9]=[C:8]2[C:27]1[O:31][CH:30]=[N:29][CH:28]=1.C([S-])C.[Na+]. The catalyst is CN(C=O)C. The product is [CH3:26][O:25][CH2:24][CH2:23][O:22][C:20]1[CH:19]=[CH:18][N:17]2[C:13]([C:10]3[CH:9]=[C:8]([C:27]4[O:31][CH:30]=[N:29][CH:28]=4)[C:7]4[C:12](=[C:3]([OH:2])[CH:4]=[CH:5][CH:6]=4)[N:11]=3)=[CH:14][N:15]=[C:16]2[CH:21]=1. The yield is 0.390. (2) The yield is 0.660. The product is [OH2:9].[C:2]1([CH3:12])[CH:3]=[CH:4][C:5]([S:8]([OH:11])(=[O:9])=[O:10])=[CH:6][CH:7]=1.[C:13]([C@H:16]1[O:21][CH2:20][C@H:19]([NH:22][C:23]([C@@H:25]2[NH:39][C:38]3([CH2:40][CH2:41][C:42]([CH3:46])([CH3:45])[CH2:43][CH2:44]3)[C@:27]3([C:35]4[C:30](=[CH:31][C:32]([Cl:36])=[CH:33][CH:34]=4)[NH:29][C:28]3=[O:37])[C@H:26]2[C:47]2[CH:52]=[CH:51][N:50]=[C:49]([Cl:53])[C:48]=2[F:54])=[O:24])[CH2:18][CH2:17]1)(=[O:15])[NH2:14]. The catalyst is C(#N)C. The reactants are O.[C:2]1([CH3:12])[CH:7]=[CH:6][C:5]([S:8]([OH:11])(=[O:10])=[O:9])=[CH:4][CH:3]=1.[C:13]([C@H:16]1[O:21][CH2:20][C@H:19]([NH:22][C:23]([C@@H:25]2[NH:39][C:38]3([CH2:44][CH2:43][C:42]([CH3:46])([CH3:45])[CH2:41][CH2:40]3)[C@:27]3([C:35]4[C:30](=[CH:31][C:32]([Cl:36])=[CH:33][CH:34]=4)[NH:29][C:28]3=[O:37])[C@H:26]2[C:47]2[CH:52]=[CH:51][N:50]=[C:49]([Cl:53])[C:48]=2[F:54])=[O:24])[CH2:18][CH2:17]1)(=[O:15])[NH2:14]. (3) The reactants are Br[C:2]1[CH:7]=[CH:6][C:5]([C:8]2[CH2:12][C:11]([C:17]3[CH:22]=[C:21]([Cl:23])[CH:20]=[C:19]([Cl:24])[CH:18]=3)([C:13]([F:16])([F:15])[F:14])[O:10][N:9]=2)=[CH:4][C:3]=1[Cl:25].[C:26]([O-:29])(=[O:28])C.[Na+].[C]=O.[CH3:33]O. The catalyst is C([O-])(=O)C.[Pd+2].C([O-])(=O)C. The product is [CH3:33][O:29][C:26](=[O:28])[C:2]1[CH:7]=[CH:6][C:5]([C:8]2[CH2:12][C:11]([C:17]3[CH:22]=[C:21]([Cl:23])[CH:20]=[C:19]([Cl:24])[CH:18]=3)([C:13]([F:14])([F:15])[F:16])[O:10][N:9]=2)=[CH:4][C:3]=1[Cl:25]. The yield is 0.580. (4) The reactants are [Br:1][CH2:2][C:3]1[CH:10]=[CH:9][C:6]([C:7]#N)=[CH:5][C:4]=1[Cl:11].[H-].C([Al+]CC(C)C)C(C)C.Cl.[OH2:23]. The catalyst is C1(C)C=CC=CC=1. The product is [Br:1][CH2:2][C:3]1[CH:10]=[CH:9][C:6]([CH:7]=[O:23])=[CH:5][C:4]=1[Cl:11]. The yield is 0.800. (5) The reactants are [C:1]([O:5][C:6](=[O:14])[NH:7][CH:8]1[CH2:13][CH2:12][NH:11][CH2:10][CH2:9]1)([CH3:4])([CH3:3])[CH3:2].I[CH3:16]. No catalyst specified. The product is [C:1]([O:5][C:6](=[O:14])[NH:7][CH:8]1[CH2:13][CH2:12][N:11]([CH3:16])[CH2:10][CH2:9]1)([CH3:4])([CH3:2])[CH3:3]. The yield is 0.794. (6) The reactants are [NH2:1][C:2]1[CH:3]=[CH:4][C:5]([Cl:21])=[C:6]([C:8]2[C:9](=[O:20])[N:10]([CH3:19])[C:11]3[C:16]([CH:17]=2)=[CH:15][N:14]=[C:13](Cl)[CH:12]=3)[CH:7]=1.[CH3:22][O:23][C:24]1[CH:32]=[CH:31][C:27]([CH2:28]CN)=[CH:26][CH:25]=1.C1CCN2[C:36](=[N:37]CCC2)CC1.O. The catalyst is CN1C(=O)CCC1. The product is [CH3:22][O:23][C:24]1[CH:25]=[CH:26][C:27]([CH2:28][N:37]([CH3:36])[C:13]2[CH:12]=[C:11]3[C:16]([CH:17]=[C:8]([C:6]4[CH:7]=[C:2]([NH2:1])[CH:3]=[CH:4][C:5]=4[Cl:21])[C:9](=[O:20])[N:10]3[CH3:19])=[CH:15][N:14]=2)=[CH:31][CH:32]=1. The yield is 0.950. (7) The reactants are [O:1]1[C:5]2=[N:6][CH:7]=[CH:8][CH:9]=[C:4]2[CH2:3][C:2]21[CH:14]1[CH2:15][CH2:16][N:11]([CH2:12][CH2:13]1)[CH2:10]2.[N+:17]([O-])([OH:19])=[O:18].C(=O)([O-])[O-].[Na+].[Na+]. The catalyst is S(=O)(=O)(O)O. The product is [N+:17]([C:8]1[CH:9]=[C:4]2[CH2:3][C:2]3([CH:14]4[CH2:13][CH2:12][N:11]([CH2:16][CH2:15]4)[CH2:10]3)[O:1][C:5]2=[N:6][CH:7]=1)([O-:19])=[O:18]. The yield is 0.510.